Predict the reaction yield, written as a fraction of the theoretical maximum amount of product (1.0 means a 100% yield; for example, 0.34 means a 34% yield). From a dataset of Reaction yield outcomes from USPTO patents with 853,638 reactions. (1) The reactants are [Br:1][C:2]1[CH:7]=[CH:6][C:5]([N+:8]([O-])=O)=[C:4]([S:11]([CH3:14])(=[O:13])=[O:12])[CH:3]=1. The catalyst is CO.[Zn]. The product is [Br:1][C:2]1[CH:7]=[CH:6][C:5]([NH2:8])=[C:4]([S:11]([CH3:14])(=[O:13])=[O:12])[CH:3]=1. The yield is 0.900. (2) The reactants are Cl[C:2]1[N:3]=[C:4]([N:13]2[CH2:18][CH2:17][N:16]([C:19](=[O:27])[CH2:20][C:21]3[CH:26]=[CH:25][CH:24]=[CH:23][CH:22]=3)[CH2:15][CH2:14]2)[C:5]2[CH:10]=[C:9]([CH2:11][CH3:12])[S:8][C:6]=2[N:7]=1.[SH:28][CH2:29][CH:30]([OH:33])[CH2:31][OH:32]. The catalyst is CN(C=O)C. The product is [CH2:11]([C:9]1[S:8][C:6]2[N:7]=[C:2]([S:28][CH2:29][CH:30]([OH:33])[CH2:31][OH:32])[N:3]=[C:4]([N:13]3[CH2:18][CH2:17][N:16]([C:19](=[O:27])[CH2:20][C:21]4[CH:26]=[CH:25][CH:24]=[CH:23][CH:22]=4)[CH2:15][CH2:14]3)[C:5]=2[CH:10]=1)[CH3:12]. The yield is 0.360. (3) The reactants are [Br:1][CH2:2][CH2:3][CH2:4][C:5]1[S:9][C:8]([C:10]([OH:12])=[O:11])=[CH:7][CH:6]=1.[Si](C=[N+]=[N-])(C)(C)[CH3:14]. The yield is 0.240. The catalyst is C(OCC)(=O)C.CO. The product is [Br:1][CH2:2][CH2:3][CH2:4][C:5]1[S:9][C:8]([C:10]([O:12][CH3:14])=[O:11])=[CH:7][CH:6]=1. (4) The reactants are C([O:3][C:4]([C:6]1[C:11]([C:12]2[CH:17]=[C:16]([F:18])[CH:15]=[CH:14][C:13]=2[F:19])=[CH:10][CH:9]=[CH:8][N:7]=1)=O)C.[BH4-].[Na+].[Cl-].[Cl-].[Ca+2]. The catalyst is CCO. The product is [F:19][C:13]1[CH:14]=[CH:15][C:16]([F:18])=[CH:17][C:12]=1[C:11]1[C:6]([CH2:4][OH:3])=[N:7][CH:8]=[CH:9][CH:10]=1. The yield is 1.00. (5) The reactants are [CH2:1]([O:3][C:4]([CH:6]1[CH2:10][CH2:9][CH2:8][C:7]1=[O:11])=[O:5])[CH3:2].[BH4-].[Na+].O. The catalyst is C(O)C. The product is [CH2:1]([O:3][C:4]([CH:6]1[CH2:10][CH2:9][CH2:8][CH:7]1[OH:11])=[O:5])[CH3:2]. The yield is 0.839.